The task is: Regression/Classification. Given a drug SMILES string, predict its absorption, distribution, metabolism, or excretion properties. Task type varies by dataset: regression for continuous measurements (e.g., permeability, clearance, half-life) or binary classification for categorical outcomes (e.g., BBB penetration, CYP inhibition). Dataset: cyp3a4_veith.. This data is from CYP3A4 inhibition data for predicting drug metabolism from PubChem BioAssay. (1) The compound is CC(C)(C)c1ccc(OCC(=O)NNC(=O)Cc2cccs2)cc1. The result is 1 (inhibitor). (2) The compound is CCOc1ccccc1OCC(=O)Nc1ccc(Cl)cc1Cl. The result is 0 (non-inhibitor). (3) The compound is Nn1c(SCC(=O)N2CCOCC2)nnc1-c1ccccc1Cl. The result is 0 (non-inhibitor). (4) The drug is COC(=O)C1CSC(C(=O)OC)N1C(=O)Nc1ccccc1. The result is 0 (non-inhibitor). (5) The compound is CCCCNC(=O)CCC(=O)Nc1ccc2nc(N3CCOCC3)cc(C)c2c1. The result is 1 (inhibitor). (6) The molecule is Cc1ccc(NC(=O)CN(Cc2ccccc2)S(C)(=O)=O)cc1C. The result is 1 (inhibitor). (7) The drug is COc1ccccc1CNc1ccnc(-c2ccc(C(=O)N(C)C)cc2)n1. The result is 1 (inhibitor). (8) The result is 0 (non-inhibitor). The drug is CCN1CCN(c2nc(C)c3c(n2)CCCC3=O)CC1. (9) The compound is CC(=O)N1CCC2(CC1)CCN(C(=O)Nc1cccc(F)c1)CC2. The result is 0 (non-inhibitor).